Dataset: Forward reaction prediction with 1.9M reactions from USPTO patents (1976-2016). Task: Predict the product of the given reaction. (1) Given the reactants Cl[C:2]1[CH:11]=[CH:10][C:9]2[C:4](=[CH:5][CH:6]=[C:7]([OH:12])[CH:8]=2)[N:3]=1.B([C:16]1[CH:24]=[CH:23][C:19]([C:20]([OH:22])=[O:21])=[CH:18][C:17]=1[F:25])(O)O, predict the reaction product. The product is: [F:25][C:17]1[CH:18]=[C:19]([CH:23]=[CH:24][C:16]=1[C:2]1[CH:11]=[CH:10][C:9]2[C:4](=[CH:5][CH:6]=[C:7]([OH:12])[CH:8]=2)[N:3]=1)[C:20]([OH:22])=[O:21]. (2) Given the reactants [CH3:1][O:2][C:3]([C:5]1[CH:10]=[N:9][C:8]([CH2:11]Br)=[CH:7][N:6]=1)=[O:4].[F:13][C:14]([F:24])([F:23])[O:15][C:16]1[CH:17]=[C:18]([OH:22])[CH:19]=[CH:20][CH:21]=1.C(=O)([O-])[O-].[K+].[K+], predict the reaction product. The product is: [CH3:1][O:2][C:3]([C:5]1[CH:10]=[N:9][C:8]([CH2:11][O:22][C:18]2[CH:19]=[CH:20][CH:21]=[C:16]([O:15][C:14]([F:13])([F:23])[F:24])[CH:17]=2)=[CH:7][N:6]=1)=[O:4]. (3) Given the reactants [Cl:1][C:2]1[N:9]=[CH:8][CH:7]=[C:6]([C:10]2[CH:15]=[CH:14][C:13]([OH:16])=[CH:12][CH:11]=2)[C:3]=1[C:4]#[N:5].[C:17]1(B(O)O)[CH:22]=[CH:21][CH:20]=[CH:19][CH:18]=1, predict the reaction product. The product is: [Cl:1][C:2]1[N:9]=[CH:8][CH:7]=[C:6]([C:10]2[CH:15]=[CH:14][C:13]([O:16][C:17]3[CH:22]=[CH:21][CH:20]=[CH:19][CH:18]=3)=[CH:12][CH:11]=2)[C:3]=1[C:4]#[N:5]. (4) Given the reactants [Cl:1][C:2]1[N:11]=[C:10](Cl)[C:9]2[C:4](=[CH:5][CH:6]=[C:7]([CH3:13])[CH:8]=2)[N:3]=1.C(N(CC)CC)C.[C:21]([O:25][C:26]([NH:28][C@@H:29]1[CH2:34][CH2:33][CH2:32][CH2:31][C@@H:30]1[NH2:35])=[O:27])([CH3:24])([CH3:23])[CH3:22], predict the reaction product. The product is: [C:21]([O:25][C:26]([NH:28][C@@H:29]1[CH2:34][CH2:33][CH2:32][CH2:31][C@@H:30]1[NH:35][C:10]1[C:9]2[C:4](=[CH:5][CH:6]=[C:7]([CH3:13])[CH:8]=2)[N:3]=[C:2]([Cl:1])[N:11]=1)=[O:27])([CH3:24])([CH3:22])[CH3:23]. (5) Given the reactants [F:1][C:2]1[CH:9]=[CH:8][C:5]([CH:6]=O)=[CH:4][C:3]=1[O:10][CH3:11].C(O)(=O)[CH2:13][C:14]([OH:16])=[O:15].Cl, predict the reaction product. The product is: [F:1][C:2]1[CH:9]=[CH:8][C:5]([CH:6]=[CH:13][C:14]([OH:16])=[O:15])=[CH:4][C:3]=1[O:10][CH3:11]. (6) Given the reactants Br[C:2]1[CH:7]=[C:6]([CH2:8][N:9]([CH:18]([CH3:20])[CH3:19])[C:10]([C:12]2[N:13]=[CH:14][N:15]([CH3:17])[CH:16]=2)=[O:11])[CH:5]=[CH:4][N:3]=1.[F:21][C:22]([F:34])([F:33])[O:23][C:24]1[CH:29]=[CH:28][C:27](B(O)O)=[CH:26][CH:25]=1.C(=O)([O-])[O-].[K+].[K+].CN(C)C=O.C(Cl)(Cl)[Cl:47], predict the reaction product. The product is: [ClH:47].[ClH:47].[CH3:17][N:15]1[CH:16]=[C:12]([C:10]([N:9]([CH:18]([CH3:20])[CH3:19])[CH2:8][C:6]2[CH:5]=[CH:4][N:3]=[C:2]([C:27]3[CH:26]=[CH:25][C:24]([O:23][C:22]([F:21])([F:33])[F:34])=[CH:29][CH:28]=3)[CH:7]=2)=[O:11])[N:13]=[CH:14]1. (7) Given the reactants [Cl:1][C:2]1[CH:7]=[C:6]2[NH:8][C:9](=[O:28])[C:10]3([CH:14]([CH2:15][C:16]([CH3:19])([CH3:18])[CH3:17])[CH2:13][NH:12][CH:11]3[C:20]3[CH:25]=[CH:24][CH:23]=[C:22]([Cl:26])[C:21]=3[F:27])[C:5]2=[CH:4][CH:3]=1.C([O-])(O)=O.[Na+].C1(C)C=CC=CC=1.[C:41](Cl)([Cl:43])=[O:42], predict the reaction product. The product is: [Cl:1][C:2]1[CH:7]=[C:6]2[NH:8][C:9](=[O:28])[C:10]3([CH:14]([CH2:15][C:16]([CH3:18])([CH3:19])[CH3:17])[CH2:13][N:12]([C:41]([Cl:43])=[O:42])[CH:11]3[C:20]3[CH:25]=[CH:24][CH:23]=[C:22]([Cl:26])[C:21]=3[F:27])[C:5]2=[CH:4][CH:3]=1.